This data is from NCI-60 drug combinations with 297,098 pairs across 59 cell lines. The task is: Regression. Given two drug SMILES strings and cell line genomic features, predict the synergy score measuring deviation from expected non-interaction effect. (1) Drug 1: C1=CC(=CC=C1CCC2=CNC3=C2C(=O)NC(=N3)N)C(=O)NC(CCC(=O)O)C(=O)O. Drug 2: C1=NNC2=C1C(=O)NC=N2. Cell line: COLO 205. Synergy scores: CSS=32.6, Synergy_ZIP=3.30, Synergy_Bliss=1.82, Synergy_Loewe=-21.7, Synergy_HSA=-0.936. (2) Drug 1: CC(C1=C(C=CC(=C1Cl)F)Cl)OC2=C(N=CC(=C2)C3=CN(N=C3)C4CCNCC4)N. Drug 2: C1=NC2=C(N1)C(=S)N=C(N2)N. Cell line: SF-268. Synergy scores: CSS=19.2, Synergy_ZIP=-6.86, Synergy_Bliss=2.71, Synergy_Loewe=-3.62, Synergy_HSA=0.130.